Task: Predict the reactants needed to synthesize the given product.. Dataset: Full USPTO retrosynthesis dataset with 1.9M reactions from patents (1976-2016) (1) Given the product [CH3:8][C:9]([CH3:38])([CH2:14][O:15][C:16]1[CH:21]=[C:20]([CH3:22])[C:19]([C:23]2[CH:28]=[N:27][C:26]([C:29]3[N:33]([CH2:44][O:43][CH2:42][CH2:41][Si:40]([CH3:47])([CH3:46])[CH3:39])[CH:32]=[C:31]([C:34]([F:35])([F:37])[F:36])[N:30]=3)=[CH:25][N:24]=2)=[CH:18][N:17]=1)[C:10]([O:12][CH3:13])=[O:11], predict the reactants needed to synthesize it. The reactants are: [H-].[Na+].CN(C)C=O.[CH3:8][C:9]([CH3:38])([CH2:14][O:15][C:16]1[CH:21]=[C:20]([CH3:22])[C:19]([C:23]2[CH:28]=[N:27][C:26]([C:29]3[NH:30][C:31]([C:34]([F:37])([F:36])[F:35])=[CH:32][N:33]=3)=[CH:25][N:24]=2)=[CH:18][N:17]=1)[C:10]([O:12][CH3:13])=[O:11].[CH3:39][Si:40]([CH3:47])([CH3:46])[CH2:41][CH2:42][O:43][CH2:44]Cl. (2) Given the product [CH3:1][CH2:2][O:3][C:4]1[CH:5]=[CH:6][C:7]([C:13]2[S:17][CH:16]=[C:15]([C:18]3[CH:19]=[CH:20][CH:21]=[C:22]([C:24]([OH:26])=[O:25])[N:23]=3)[N:14]=2)=[CH:8][C:9]=1[O:10][CH2:11][CH3:12].[C:13](#[N:14])[CH3:7], predict the reactants needed to synthesize it. The reactants are: [CH3:1][CH2:2][O:3][C:4]1[CH:5]=[CH:6][C:7]([C:13]2[S:17][CH:16]=[C:15]([C:18]3[CH:19]=[CH:20][CH:21]=[C:22]([C:24]([OH:26])=[O:25])[N:23]=3)[N:14]=2)=[CH:8][C:9]=1[O:10][CH2:11][CH3:12]. (3) Given the product [C:1]([O:5][C:6]([N:8]1[C:13]2[CH:14]=[C:15]([Cl:21])[C:16]([N:18]([CH3:19])[CH3:20])=[CH:17][C:12]=2[O:11][CH:10]([C:22]([N:65]2[CH2:66][CH2:67][C:62]([C:68]#[N:69])([CH2:61][C:58]3[CH:57]=[CH:56][N:55]=[CH:60][CH:59]=3)[CH2:63][CH2:64]2)=[O:24])[CH2:9]1)=[O:7])([CH3:3])([CH3:2])[CH3:4], predict the reactants needed to synthesize it. The reactants are: [C:1]([O:5][C:6]([N:8]1[C:13]2[CH:14]=[C:15]([Cl:21])[C:16]([N:18]([CH3:20])[CH3:19])=[CH:17][C:12]=2[O:11][CH:10]([C:22]([OH:24])=O)[CH2:9]1)=[O:7])([CH3:4])([CH3:3])[CH3:2].CCN=C=NCCCN(C)C.C1C=CC2N(O)N=NC=2C=1.CCN(C(C)C)C(C)C.[N:55]1[CH:60]=[CH:59][C:58]([CH2:61][C:62]2([C:68]#[N:69])[CH2:67][CH2:66][NH:65][CH2:64][CH2:63]2)=[CH:57][CH:56]=1. (4) Given the product [F:30][C:27]1[CH:28]=[CH:29][C:24]([N:1]2[CH:5]=[C:4]([CH2:6][CH2:7][NH:8][C:9](=[O:22])[C:10]3[CH:15]=[C:14]([CH3:16])[CH:13]=[CH:12][C:11]=3[N:17]3[N:21]=[CH:20][CH:19]=[N:18]3)[N:3]=[CH:2]2)=[N:25][CH:26]=1, predict the reactants needed to synthesize it. The reactants are: [NH:1]1[CH:5]=[C:4]([CH2:6][CH2:7][NH:8][C:9](=[O:22])[C:10]2[CH:15]=[C:14]([CH3:16])[CH:13]=[CH:12][C:11]=2[N:17]2[N:21]=[CH:20][CH:19]=[N:18]2)[N:3]=[CH:2]1.Br[C:24]1[CH:29]=[CH:28][C:27]([F:30])=[CH:26][N:25]=1. (5) Given the product [Cl:25][C:26]1[CH:27]=[C:28]([C:33]2[S:37][C:36]([C:38]([OH:40])=[O:39])=[CH:35][C:34]=2[C:43]2[CH:48]=[CH:47][C:46]([F:49])=[C:45]([C:50]#[N:51])[CH:44]=2)[CH:29]=[C:30]([F:32])[CH:31]=1, predict the reactants needed to synthesize it. The reactants are: ClC1C=C(C2SC(C(O)=O)=CC=2C2C=CC=C(C#N)C=2)C=C(F)C=1.[Cl:25][C:26]1[CH:27]=[C:28]([C:33]2[S:37][C:36]([C:38]([O:40]CC)=[O:39])=[CH:35][C:34]=2[C:43]2[CH:48]=[CH:47][C:46]([F:49])=[C:45]([C:50]#[N:51])[CH:44]=2)[CH:29]=[C:30]([F:32])[CH:31]=1. (6) Given the product [C:29]1([C@@H:11]([C:8]2[CH:7]=[CH:6][C:5]([S:2]([CH3:1])(=[O:4])=[O:3])=[CH:10][CH:9]=2)[CH2:12][CH2:13][OH:14])[CH:30]=[CH:31][CH:32]=[CH:33][CH:34]=1, predict the reactants needed to synthesize it. The reactants are: [CH3:1][S:2]([C:5]1[CH:10]=[CH:9][C:8]([C@H:11]([C:29]2[CH:34]=[CH:33][CH:32]=[CH:31][CH:30]=2)[CH2:12][C:13](N2[C@H](C3C=CC=CC=3)[C@H](C)N(C)C2=O)=[O:14])=[CH:7][CH:6]=1)(=[O:4])=[O:3].[H-].[Al+3].[Li+].[H-].[H-].[H-]. (7) Given the product [CH2:34]([N:19]([CH2:17][CH3:18])[CH2:20][CH2:21][NH:22][C:23]([C:25]1[C:29]([CH3:30])=[C:28]([CH:31]=[C:11]2[C:10]3[C:14](=[CH:15][C:7]([C:1]4[CH:2]=[CH:3][CH:4]=[CH:5][CH:6]=4)=[CH:8][CH:9]=3)[NH:13][C:12]2=[O:16])[NH:27][C:26]=1[CH3:33])=[O:24])[CH3:35], predict the reactants needed to synthesize it. The reactants are: [C:1]1([C:7]2[CH:15]=[C:14]3[C:10]([CH2:11][C:12](=[O:16])[NH:13]3)=[CH:9][CH:8]=2)[CH:6]=[CH:5][CH:4]=[CH:3][CH:2]=1.[CH2:17]([N:19]([CH2:34][CH3:35])[CH2:20][CH2:21][NH:22][C:23]([C:25]1[C:29]([CH3:30])=[C:28]([CH:31]=O)[NH:27][C:26]=1[CH3:33])=[O:24])[CH3:18]. (8) Given the product [C:12]1([CH:22]=[C:3]([C:2](=[O:1])[CH2:9][CH2:10][CH3:11])[C:4]([O:6][CH2:7][CH3:8])=[O:5])[C:21]2[C:16](=[CH:17][CH:18]=[CH:19][CH:20]=2)[CH:15]=[CH:14][CH:13]=1, predict the reactants needed to synthesize it. The reactants are: [O:1]=[C:2]([CH2:9][CH2:10][CH3:11])[CH2:3][C:4]([O:6][CH2:7][CH3:8])=[O:5].[C:12]1([CH:22]=O)[C:21]2[C:16](=[CH:17][CH:18]=[CH:19][CH:20]=2)[CH:15]=[CH:14][CH:13]=1.N1CCCCC1.C(O)(=O)C.